Task: Predict the reactants needed to synthesize the given product.. Dataset: Full USPTO retrosynthesis dataset with 1.9M reactions from patents (1976-2016) (1) Given the product [Br:18][C:3]1[CH:4]=[C:5]2[C:10](=[CH:11][C:2]=1[F:1])[O:9][C:8]([CH3:13])([CH3:12])[CH2:7][CH:6]2[C:14]([O:16][CH3:17])=[O:15], predict the reactants needed to synthesize it. The reactants are: [F:1][C:2]1[CH:11]=[C:10]2[C:5]([CH:6]([C:14]([O:16][CH3:17])=[O:15])[CH2:7][C:8]([CH3:13])([CH3:12])[O:9]2)=[CH:4][CH:3]=1.[Br:18]N1C(=O)CCC1=O. (2) The reactants are: Br[C:2]1[CH:3]=[C:4]([NH2:12])[C:5]2[CH:6]=[N:7][N:8]([CH3:11])[C:9]=2[CH:10]=1.[CH3:13][C:14]1[CH:19]=[CH:18][C:17]([S:20]([N:23]2[C:27]3=[N:28][CH:29]=[CH:30][C:31](B(O)O)=[C:26]3[CH:25]=[CH:24]2)(=[O:22])=[O:21])=[CH:16][CH:15]=1.P([O-])([O-])([O-])=O.[K+].[K+].[K+].O1CCOCC1. Given the product [CH3:11][N:8]1[C:9]2[CH:10]=[C:2]([C:31]3[CH:30]=[CH:29][N:28]=[C:27]4[N:23]([S:20]([C:17]5[CH:18]=[CH:19][C:14]([CH3:13])=[CH:15][CH:16]=5)(=[O:21])=[O:22])[CH:24]=[CH:25][C:26]=34)[CH:3]=[C:4]([NH2:12])[C:5]=2[CH:6]=[N:7]1, predict the reactants needed to synthesize it. (3) Given the product [NH2:26][C:23]1([C:21]([N:18]2[CH2:19][CH2:20][N:15]([C:13]([C:12]3[CH:35]=[CH:36][C:9]([C:7]4[O:8][C:4]5[CH:3]=[C:2]([F:1])[CH:38]=[CH:37][C:5]=5[N:6]=4)=[CH:10][CH:11]=3)=[O:14])[CH2:16][C@@H:17]2[CH3:34])=[O:22])[CH2:24][CH2:25]1, predict the reactants needed to synthesize it. The reactants are: [F:1][C:2]1[CH:38]=[CH:37][C:5]2[N:6]=[C:7]([C:9]3[CH:36]=[CH:35][C:12]([C:13]([N:15]4[CH2:20][CH2:19][N:18]([C:21]([C:23]5([NH:26]C(=O)OC(C)(C)C)[CH2:25][CH2:24]5)=[O:22])[C@@H:17]([CH3:34])[CH2:16]4)=[O:14])=[CH:11][CH:10]=3)[O:8][C:4]=2[CH:3]=1.ClCCl. (4) Given the product [Cl:24][C:10]1[C:11]2[C:6](=[CH:5][CH:4]=[C:3]([O:2][CH3:1])[CH:12]=2)[CH:7]=[C:8]([C:14]2[CH:19]=[CH:18][CH:17]=[CH:16][C:15]=2[O:20][CH3:21])[N:9]=1, predict the reactants needed to synthesize it. The reactants are: [CH3:1][O:2][C:3]1[CH:12]=[C:11]2[C:6]([CH:7]=[C:8]([C:14]3[CH:19]=[CH:18][CH:17]=[CH:16][C:15]=3[O:20][CH3:21])[N+:9]([O-])=[CH:10]2)=[CH:5][CH:4]=1.P(Cl)(Cl)([Cl:24])=O.